This data is from TCR-epitope binding with 47,182 pairs between 192 epitopes and 23,139 TCRs. The task is: Binary Classification. Given a T-cell receptor sequence (or CDR3 region) and an epitope sequence, predict whether binding occurs between them. The epitope is MPASWVMRI. The TCR CDR3 sequence is CASSPQREQYF. Result: 1 (the TCR binds to the epitope).